From a dataset of Forward reaction prediction with 1.9M reactions from USPTO patents (1976-2016). Predict the product of the given reaction. (1) Given the reactants ClCCl.[C:4]1([OH:14])[C:13]2[C:8](=[CH:9][CH:10]=[CH:11][CH:12]=2)[CH:7]=[CH:6][CH:5]=1.C(N(CC)CC)C.[C:22](Cl)(=[O:26])[C:23]([CH3:25])=[CH2:24], predict the reaction product. The product is: [C:22]([O:14][C:4]1[C:13]2[C:8](=[CH:9][CH:10]=[CH:11][CH:12]=2)[CH:7]=[CH:6][CH:5]=1)(=[O:26])[C:23]([CH3:25])=[CH2:24]. (2) Given the reactants [N:1]1[CH:6]=[CH:5][C:4]([CH2:7][C:8]([OH:10])=[O:9])=[CH:3][CH:2]=1, predict the reaction product. The product is: [NH:1]1[CH2:6][CH2:5][CH:4]([CH2:7][C:8]([OH:10])=[O:9])[CH2:3][CH2:2]1. (3) Given the reactants Br[CH2:2][C:3]1[C:12]2[C:7](=[C:8]([F:14])[C:9]([F:13])=[CH:10][CH:11]=2)[NH:6][C:5](=[O:15])[CH:4]=1.[F:16][C:17]1[C:28]([F:29])=[CH:27][C:20]2[NH:21][C:22]([CH:24]([CH3:26])[CH3:25])=[N:23][C:19]=2[CH:18]=1, predict the reaction product. The product is: [F:13][C:9]1[C:8]([F:14])=[C:7]2[C:12]([C:3]([CH2:2][N:21]3[C:20]4[CH:27]=[C:28]([F:29])[C:17]([F:16])=[CH:18][C:19]=4[N:23]=[C:22]3[CH:24]([CH3:26])[CH3:25])=[CH:4][C:5](=[O:15])[NH:6]2)=[CH:11][CH:10]=1. (4) Given the reactants [Cl:1][C:2]1[N:3]=[C:4](Cl)[C:5]2[C:10]([C:11]3[CH:20]=[CH:19][C:14]4[N:15]=[C:16]([CH3:18])[O:17][C:13]=4[CH:12]=3)=[CH:9][N:8]([CH2:21][O:22][CH2:23][CH2:24][Si:25]([CH3:28])([CH3:27])[CH3:26])[C:6]=2[N:7]=1.[CH:30]1([OH:33])[CH2:32][CH2:31]1.CC(C)([O-])C.[Na+], predict the reaction product. The product is: [Cl:1][C:2]1[N:3]=[C:4]([O:33][CH:30]2[CH2:32][CH2:31]2)[C:5]2[C:10]([C:11]3[CH:20]=[CH:19][C:14]4[N:15]=[C:16]([CH3:18])[O:17][C:13]=4[CH:12]=3)=[CH:9][N:8]([CH2:21][O:22][CH2:23][CH2:24][Si:25]([CH3:28])([CH3:27])[CH3:26])[C:6]=2[N:7]=1. (5) Given the reactants Cl.Cl.[P:3]([OH:47])([OH:46])([O:5][CH2:6][CH2:7][N:8]([CH2:12][CH2:13][CH2:14][O:15][C:16]1[CH:25]=[C:24]2[C:19]([C:20]([NH:26][C:27]3[CH:31]=[C:30]([CH2:32][C:33]([NH:35][C:36]4[CH:41]=[CH:40][CH:39]=[C:38]([F:42])[C:37]=4[F:43])=[O:34])[NH:29][N:28]=3)=[N:21][CH:22]=[N:23]2)=[CH:18][C:17]=1[O:44][CH3:45])[CH2:9][CH2:10][CH3:11])=[O:4].C1CC2OC2CC1, predict the reaction product. The product is: [P:3]([OH:47])([OH:46])([O:5][CH2:6][CH2:7][N:8]([CH2:12][CH2:13][CH2:14][O:15][C:16]1[CH:25]=[C:24]2[C:19]([C:20]([NH:26][C:27]3[CH:31]=[C:30]([CH2:32][C:33]([NH:35][C:36]4[CH:41]=[CH:40][CH:39]=[C:38]([F:42])[C:37]=4[F:43])=[O:34])[NH:29][N:28]=3)=[N:21][CH:22]=[N:23]2)=[CH:18][C:17]=1[O:44][CH3:45])[CH2:9][CH2:10][CH3:11])=[O:4]. (6) Given the reactants [CH3:1][N:2]1[C:10]2[C:5](=[CH:6][CH:7]=[CH:8][CH:9]=2)[C:4]([CH2:11][CH:12]([CH3:14])[CH3:13])=[C:3]1[C:15]([NH:17][C@H:18]([C:22]([NH:24][CH:25]([C:34](=[O:44])[CH2:35][O:36][C:37]1[CH:42]=[CH:41][CH:40]=[CH:39][C:38]=1[F:43])[CH2:26][C:27]([O:29]C(C)(C)C)=[O:28])=[O:23])[CH:19]([CH3:21])[CH3:20])=[O:16].C(O)(C(F)(F)F)=O, predict the reaction product. The product is: [CH3:1][N:2]1[C:10]2[C:5](=[CH:6][CH:7]=[CH:8][CH:9]=2)[C:4]([CH2:11][CH:12]([CH3:14])[CH3:13])=[C:3]1[C:15]([NH:17][C@H:18]([C:22]([NH:24][CH:25]([C:34](=[O:44])[CH2:35][O:36][C:37]1[CH:42]=[CH:41][CH:40]=[CH:39][C:38]=1[F:43])[CH2:26][C:27]([OH:29])=[O:28])=[O:23])[CH:19]([CH3:20])[CH3:21])=[O:16]. (7) Given the reactants Br.Br.[CH2:3]([NH:6][CH:7]1[CH2:16][CH2:15][C:10]2[N:11]=[C:12](N)[S:13][C:9]=2[CH2:8]1)[CH2:4][CH3:5].N([O-])=O.P(P(O)(O)=O)(O)(O)=O.[OH-].[Na+], predict the reaction product. The product is: [CH2:3]([NH:6][CH:7]1[CH2:16][CH2:15][C:10]2[N:11]=[CH:12][S:13][C:9]=2[CH2:8]1)[CH2:4][CH3:5]. (8) Given the reactants [Br:1][C:2]1[CH:7]=[CH:6][C:5]([N:8]2[CH:19]([CH2:20]I)[CH2:18][C:17]3[C:22]4[C:9]2=[N:10][CH:11]=[N:12][C:13]=4[CH:14]=[C:15]([O:25][CH3:26])[C:16]=3[O:23][CH3:24])=[C:4]([F:27])[CH:3]=1.C1CCN2C(=NCCC2)CC1, predict the reaction product. The product is: [Br:1][C:2]1[CH:7]=[CH:6][C:5]([N:8]2[C:19]([CH3:20])=[CH:18][C:17]3[C:22]4[C:9]2=[N:10][CH:11]=[N:12][C:13]=4[CH:14]=[C:15]([O:25][CH3:26])[C:16]=3[O:23][CH3:24])=[C:4]([F:27])[CH:3]=1.